Dataset: Experimental lipophilicity measurements (octanol/water distribution) for 4,200 compounds from AstraZeneca. Task: Regression/Classification. Given a drug SMILES string, predict its absorption, distribution, metabolism, or excretion properties. Task type varies by dataset: regression for continuous measurements (e.g., permeability, clearance, half-life) or binary classification for categorical outcomes (e.g., BBB penetration, CYP inhibition). For this dataset (lipophilicity_astrazeneca), we predict Y. The drug is CCC1=C(C)CN(C(=O)NCCc2ccc(S(=O)(=O)NC(=O)N[C@H]3CC[C@H](C)CC3)cc2)C1=O. The Y is 1.73 logD.